Regression. Given a peptide amino acid sequence and an MHC pseudo amino acid sequence, predict their binding affinity value. This is MHC class I binding data. From a dataset of Peptide-MHC class I binding affinity with 185,985 pairs from IEDB/IMGT. (1) The peptide sequence is FPVRPQVPI. The MHC is HLA-B35:01 with pseudo-sequence HLA-B35:01. The binding affinity (normalized) is 0.559. (2) The peptide sequence is AYDDAEQMY. The MHC is HLA-B15:01 with pseudo-sequence HLA-B15:01. The binding affinity (normalized) is 0.0847. (3) The peptide sequence is FLYPSWSLY. The MHC is HLA-A02:01 with pseudo-sequence HLA-A02:01. The binding affinity (normalized) is 0.526. (4) The peptide sequence is HPRARSMSS. The MHC is HLA-B57:01 with pseudo-sequence HLA-B57:01. The binding affinity (normalized) is 0.0847. (5) The peptide sequence is AKIEAPLLL. The MHC is HLA-B39:01 with pseudo-sequence HLA-B39:01. The binding affinity (normalized) is 0.808. (6) The peptide sequence is QQYAGWSAL. The MHC is HLA-C07:01 with pseudo-sequence HLA-C07:01. The binding affinity (normalized) is 0.0847.